Task: Binary Classification. Given a miRNA mature sequence and a target amino acid sequence, predict their likelihood of interaction.. Dataset: Experimentally validated miRNA-target interactions with 360,000+ pairs, plus equal number of negative samples (1) The miRNA is hsa-miR-129-5p with sequence CUUUUUGCGGUCUGGGCUUGC. The protein sequence of the target gene is MHFEAEESKEVATDVFNSKNLAVQAQKKILGKMASKSIATTLIDDTSSEVLDELYRVTKEYTQNKKEAEKIIKNLIKTVIKLAILYRNNQFNQDELALMEKFKKKVHQLAMTVVSFHQVDFTFDRNVLSKLLNECREMLHQIIQRHLTTKSHGRVNNVFDHFSDCDFLAALYNPFGNYKPHLQKLCDGINKMLDEENI. Result: 0 (no interaction). (2) The miRNA is mmu-miR-30b-3p with sequence CUGGGAUGUGGAUGUUUACGUC. The protein sequence of the target gene is MGLLLLILASAVLGSFLTLLAQFLLLYRRQPEPRADEAARAGDGFRYLKPVPGLPLREYLYGGGAEELAACSSEAGASSTPTPDSPAPPTLETCYFLNATILFLFRELRDTALARRWVTKKIKVEFEELLQTKTAGRLLEGLSLRDVFLGDTVPFIKTIRLVRPVVASGTGEPDDPDGDALPATCPEELAFEAEVEYNGGFHLAIDVDLVFGKSAYLFVKLSRVVGRLRFVLTRVPFTHWFFSFVEDPLIDFEVRSQFEGRPMPQLTSIIVNQLKKIIKRKHTLPSYKIRFKPFFPYQAL.... Result: 0 (no interaction).